Predict which catalyst facilitates the given reaction. From a dataset of Catalyst prediction with 721,799 reactions and 888 catalyst types from USPTO. (1) Reactant: [OH:1][C:2]1[CH:3]=[C:4]([CH:8]=[C:9]2[C:14](=[O:15])[O:13][C:12]([CH3:17])([CH3:16])[O:11][C:10]2=[O:18])[CH:5]=[CH:6][CH:7]=1.[CH:19]1([Mg]Br)[CH2:21][CH2:20]1. Product: [CH:19]1([CH:8]([C:4]2[CH:5]=[CH:6][CH:7]=[C:2]([OH:1])[CH:3]=2)[CH:9]2[C:10](=[O:18])[O:11][C:12]([CH3:16])([CH3:17])[O:13][C:14]2=[O:15])[CH2:21][CH2:20]1. The catalyst class is: 1. (2) Reactant: C[O:2][C:3]1[CH:8]=[CH:7][C:6]([CH3:9])=[CH:5][C:4]=1[CH:10]1[CH2:15][C:14]([CH3:17])([CH3:16])[CH2:13][C:12]([CH3:19])([CH3:18])[CH2:11]1.Br.C(=O)([O-])O.[Na+].C(OCC)(=O)C. Product: [CH3:9][C:6]1[CH:7]=[CH:8][C:3]([OH:2])=[C:4]([CH:10]2[CH2:15][C:14]([CH3:17])([CH3:16])[CH2:13][C:12]([CH3:19])([CH3:18])[CH2:11]2)[CH:5]=1. The catalyst class is: 15. (3) Reactant: [CH2:1]([OH:4])[CH2:2][OH:3].[C:5](#[N:8])[CH:6]=[CH2:7].Cl. Product: [CH2:1]([O:4][CH2:7][CH2:6][C:5]#[N:8])[CH2:2][O:3][CH2:7][CH2:6][C:5]#[N:8]. The catalyst class is: 5. (4) Reactant: [Cl:1][C:2]1[CH:3]=[CH:4][C:5]2[O:9][C:8]([CH:10]([NH:15][C:16]3[CH:24]=[CH:23][C:19]([C:20](O)=[O:21])=[CH:18][CH:17]=3)[CH2:11][CH:12]([CH3:14])[CH3:13])=[C:7]([CH3:25])[C:6]=2[CH:26]=1.Cl.[CH2:28]([O:30][C:31](=[O:35])[CH2:32][CH2:33][NH2:34])[CH3:29].O.ON1C2C=CC=CC=2N=N1.Cl.C(N=C=NCCCN(C)C)C.Cl. Product: [Cl:1][C:2]1[CH:3]=[CH:4][C:5]2[O:9][C:8]([CH:10]([NH:15][C:16]3[CH:17]=[CH:18][C:19]([C:20]([NH:34][CH2:33][CH2:32][C:31]([O:30][CH2:28][CH3:29])=[O:35])=[O:21])=[CH:23][CH:24]=3)[CH2:11][CH:12]([CH3:14])[CH3:13])=[C:7]([CH3:25])[C:6]=2[CH:26]=1. The catalyst class is: 289.